Dataset: Forward reaction prediction with 1.9M reactions from USPTO patents (1976-2016). Task: Predict the product of the given reaction. (1) Given the reactants [CH3:1][C@H:2]1[CH2:7][N:6]2[N:8]=[CH:9][C:10]([CH:11]3[CH2:15][CH2:14][NH:13][C:12]3=[O:16])=[C:5]2[CH2:4][N:3]1C(OC(C)(C)C)=O.Cl, predict the reaction product. The product is: [CH3:1][C@H:2]1[CH2:7][N:6]2[N:8]=[CH:9][C:10]([CH:11]3[CH2:15][CH2:14][NH:13][C:12]3=[O:16])=[C:5]2[CH2:4][NH:3]1. (2) Given the reactants [NH2:1][C:2]1[CH:11]=[CH:10][C:9]([OH:12])=[CH:8][C:3]=1[C:4]([NH:6][CH3:7])=[O:5].[CH:13]([C:15]1[CH:24]=[CH:23][C:18]([C:19]([O:21][CH3:22])=[O:20])=[CH:17][CH:16]=1)=O.OS([O-])=O.[Na+], predict the reaction product. The product is: [OH:12][C:9]1[CH:8]=[C:3]2[C:2](=[CH:11][CH:10]=1)[N:1]=[C:13]([C:15]1[CH:24]=[CH:23][C:18]([C:19]([O:21][CH3:22])=[O:20])=[CH:17][CH:16]=1)[N:6]([CH3:7])[C:4]2=[O:5]. (3) Given the reactants [CH3:1][N:2]([CH2:4][C:5]1([OH:11])[CH2:10][CH2:9][NH:8][CH2:7][CH2:6]1)[CH3:3].[NH2:12][C:13]1[CH:20]=[C:19](F)[C:16]([C:17]#[N:18])=[CH:15][N:14]=1.C(N(CC)CC)C, predict the reaction product. The product is: [NH2:12][C:13]1[CH:20]=[C:19]([N:8]2[CH2:7][CH2:6][C:5]([CH2:4][N:2]([CH3:1])[CH3:3])([OH:11])[CH2:10][CH2:9]2)[C:16]([C:17]#[N:18])=[CH:15][N:14]=1. (4) Given the reactants [CH3:1][O:2][C:3]([CH2:5][CH2:6][NH:7][S:8]([C:11]1[CH:19]=[CH:18][C:14]([C:15]([OH:17])=O)=[CH:13][CH:12]=1)(=[O:10])=[O:9])=[O:4].CCN=C=NCCCN(C)C.Cl.C1C=CC2N(O)N=NC=2C=1.O[NH:43][C:44]([C:46]1[CH:51]=[CH:50][C:49]([C:52]2[CH:57]=[CH:56][CH:55]=[CH:54][CH:53]=2)=[C:48]([C:58]([F:61])([F:60])[F:59])[CH:47]=1)=[NH:45], predict the reaction product. The product is: [CH3:1][O:2][C:3](=[O:4])[CH2:5][CH2:6][NH:7][S:8]([C:11]1[CH:12]=[CH:13][C:14]([C:15]2[O:17][N:45]=[C:44]([C:46]3[CH:51]=[CH:50][C:49]([C:52]4[CH:57]=[CH:56][CH:55]=[CH:54][CH:53]=4)=[C:48]([C:58]([F:59])([F:60])[F:61])[CH:47]=3)[N:43]=2)=[CH:18][CH:19]=1)(=[O:9])=[O:10].